The task is: Predict the reaction yield, written as a fraction of the theoretical maximum amount of product (1.0 means a 100% yield; for example, 0.34 means a 34% yield).. This data is from Reaction yield outcomes from USPTO patents with 853,638 reactions. (1) The reactants are [CH3:1][O:2][CH2:3][C:4](=[O:22])[C:5](=[N:10][NH:11][C:12]1[CH:17]=[CH:16][CH:15]=[C:14]([C:18]([F:21])([F:20])[F:19])[CH:13]=1)[C:6]([O:8][CH3:9])=[O:7].[CH3:23]OC(OC)N(C)C. No catalyst specified. The product is [CH3:1][O:2][C:3]1[C:4](=[O:22])[C:5]([C:6]([O:8][CH3:9])=[O:7])=[N:10][N:11]([C:12]2[CH:17]=[CH:16][CH:15]=[C:14]([C:18]([F:21])([F:19])[F:20])[CH:13]=2)[CH:23]=1. The yield is 0.890. (2) The reactants are [C:1]([NH2:9])(=[S:8])[C:2]1[CH:7]=[CH:6][CH:5]=[N:4][CH:3]=1.Br[CH2:11][C:12](=O)[C:13]([O:15][CH2:16][CH3:17])=[O:14]. The catalyst is CCO. The product is [N:4]1[CH:5]=[CH:6][CH:7]=[C:2]([C:1]2[S:8][CH:11]=[C:12]([C:13]([O:15][CH2:16][CH3:17])=[O:14])[N:9]=2)[CH:3]=1. The yield is 0.470.